From a dataset of Forward reaction prediction with 1.9M reactions from USPTO patents (1976-2016). Predict the product of the given reaction. The product is: [Cl:27][C:28]1[CH:29]=[N:30][CH:31]=[C:32]([Cl:35])[C:1]=1[N:8]1[CH2:9][CH2:10][C:11]([CH3:19])([C:14]([O:16][CH2:17][CH3:18])=[O:15])[CH2:12][CH2:13]1. Given the reactants [C:1]([N:8]1[CH2:13][CH2:12][C:11]([CH3:19])([C:14]([O:16][CH2:17][CH3:18])=[O:15])[CH2:10][CH2:9]1)(OC(C)(C)C)=O.FC(F)(F)C(O)=O.[Cl:27][C:28]1[CH:29]=[N:30][CH:31]=[C:32]([Cl:35])C=1Cl.C(N(CC)CC)C.C(=O)([O-])O.[Na+], predict the reaction product.